This data is from Catalyst prediction with 721,799 reactions and 888 catalyst types from USPTO. The task is: Predict which catalyst facilitates the given reaction. Reactant: [BH4-].[Na+].[CH:3]([CH:5]1[CH2:7][CH:6]1[C:8]([O:10][CH2:11][CH3:12])=[O:9])=[O:4]. The catalyst class is: 5. Product: [OH:4][CH2:3][CH:5]1[CH2:7][CH:6]1[C:8]([O:10][CH2:11][CH3:12])=[O:9].